Dataset: Catalyst prediction with 721,799 reactions and 888 catalyst types from USPTO. Task: Predict which catalyst facilitates the given reaction. Reactant: Br[C:2]1[CH:7]=[CH:6][CH:5]=[C:4]([C:8]([F:11])([F:10])[F:9])[N:3]=1.C([Li])CCC.[CH:17](=[N:21][S@:22]([C:24]([CH3:27])([CH3:26])[CH3:25])=[O:23])[CH2:18][CH2:19][CH3:20].[Cl-].[NH4+]. Product: [F:9][C:8]([F:11])([F:10])[C:4]1[N:3]=[C:2]([C@@H:17]([NH:21][S@:22]([C:24]([CH3:25])([CH3:27])[CH3:26])=[O:23])[CH2:18][CH2:19][CH3:20])[CH:7]=[CH:6][CH:5]=1. The catalyst class is: 27.